Predict the product of the given reaction. From a dataset of Forward reaction prediction with 1.9M reactions from USPTO patents (1976-2016). (1) Given the reactants [C:1]([SiH](C)C)(C)(C)C.C=P(C1C=CC=CC=1)(C1C=CC=CC=1)C1C=CC=CC=1.CC(C)([O-])C.[K+].[Si:34]([O:41][C:42]1[CH:43]=[C:44]([CH:47]=[C:48]([O:50][Si:51]([C:54]([CH3:57])([CH3:56])[CH3:55])([CH3:53])[CH3:52])[CH:49]=1)[CH:45]=O)([C:37]([CH3:40])([CH3:39])[CH3:38])([CH3:36])[CH3:35], predict the reaction product. The product is: [CH:45]([C:44]1[CH:47]=[C:48]([O:50][Si:51]([C:54]([CH3:55])([CH3:56])[CH3:57])([CH3:52])[CH3:53])[CH:49]=[C:42]([O:41][Si:34]([C:37]([CH3:39])([CH3:40])[CH3:38])([CH3:35])[CH3:36])[CH:43]=1)=[CH2:1]. (2) Given the reactants [C:1](Cl)(=[O:4])[CH:2]=[CH2:3].[NH2:6][C:7]1[C:8]([N:33]2[CH2:36][CH:35]([N:37]([CH3:39])[CH3:38])[CH2:34]2)=[CH:9][C:10]([O:31][CH3:32])=[C:11]([NH:13][C:14]2[N:19]=[C:18]([C:20]3[CH:21]=[N:22][N:23]4[CH:28]=[CH:27][CH:26]=[CH:25][C:24]=34)[C:17]([C:29]#[N:30])=[CH:16][N:15]=2)[CH:12]=1, predict the reaction product. The product is: [C:29]([C:17]1[C:18]([C:20]2[CH:21]=[N:22][N:23]3[CH:28]=[CH:27][CH:26]=[CH:25][C:24]=23)=[N:19][C:14]([NH:13][C:11]2[C:10]([O:31][CH3:32])=[CH:9][C:8]([N:33]3[CH2:36][CH:35]([N:37]([CH3:38])[CH3:39])[CH2:34]3)=[C:7]([NH:6][C:1](=[O:4])[CH:2]=[CH2:3])[CH:12]=2)=[N:15][CH:16]=1)#[N:30]. (3) Given the reactants Br[CH:2]1[CH2:7][CH2:6][O:5][C:3]1=[O:4].[Na+].[Cl:9][C:10]1[CH:15]=[CH:14][C:13]([S:16]([O-:18])=[O:17])=[CH:12][CH:11]=1, predict the reaction product. The product is: [Cl:9][C:10]1[CH:15]=[CH:14][C:13]([S:16]([CH:2]2[CH2:7][CH2:6][O:5][C:3]2=[O:4])(=[O:18])=[O:17])=[CH:12][CH:11]=1. (4) Given the reactants [C:1](=[O:4])([O-])[O-:2].[K+].[K+].[N:7]1([C:11]([C:13]2[N:18]=[CH:17][C:16]([O:19][C:20]3[CH:21]=[C:22]([CH:33]=[C:34]([O:36][CH:37]4[CH2:41][CH2:40][O:39]C4=O)[CH:35]=3)[C:23]([NH:25][C:26]3[CH:31]=[N:30][C:29]([CH3:32])=[CH:28][N:27]=3)=[O:24])=[CH:15][CH:14]=2)=[O:12])[CH2:10][CH2:9][CH2:8]1.[CH2:43](O)[CH3:44], predict the reaction product. The product is: [N:7]1([C:11]([C:13]2[N:18]=[CH:17][C:16]([O:19][C:20]3[CH:35]=[C:34]([CH:33]=[C:22]([C:23](=[O:24])[NH:25][C:26]4[CH:31]=[N:30][C:29]([CH3:32])=[CH:28][N:27]=4)[CH:21]=3)[O:36][CH:37]([CH2:41][CH2:40][OH:39])[C:1]([O:2][CH2:43][CH3:44])=[O:4])=[CH:15][CH:14]=2)=[O:12])[CH2:8][CH2:9][CH2:10]1. (5) Given the reactants [F:1][C:2]([F:21])([F:20])[C:3]([C:5]1[NH:9][C:8]2[CH:10]=[C:11]([C:16]([F:19])([F:18])[F:17])[C:12]([C:14]#[N:15])=[CH:13][C:7]=2[N:6]=1)=[O:4].Cl[CH2:23][CH2:24][OH:25].C(=O)([O-])[O-].[K+].[K+], predict the reaction product. The product is: [F:19][C:16]([F:17])([F:18])[C:11]1[C:12]([C:14]#[N:15])=[CH:13][C:7]2[N:6]=[C:5]([C:3]3([C:2]([F:20])([F:1])[F:21])[O:25][CH2:24][CH2:23][O:4]3)[NH:9][C:8]=2[CH:10]=1. (6) The product is: [Cl:1][C:2]1[N:10]=[C:9]2[C:5]([N:6]=[C:7]([I:17])[NH:8]2)=[C:4]([N:18]2[CH2:19][CH2:20][O:21][CH2:22][CH2:23]2)[N:3]=1. Given the reactants [Cl:1][C:2]1[N:10]=[C:9]2[C:5]([N:6]=[C:7]([I:17])[N:8]2C2CCCCO2)=[C:4]([N:18]2[CH2:23][CH2:22][O:21][CH2:20][CH2:19]2)[N:3]=1.C1(C)C=CC(S(O)(=O)=O)=CC=1, predict the reaction product. (7) Given the reactants [Br:1][C:2]1[S:6][C:5]([CH:7]=O)=[CH:4][CH:3]=1.[CH2:9]([NH2:13])[CH:10]([CH3:12])[CH3:11].[BH4-].[Na+], predict the reaction product. The product is: [Br:1][C:2]1[S:6][C:5]([CH2:7][NH:13][CH2:9][CH:10]([CH3:12])[CH3:11])=[CH:4][CH:3]=1.